Task: Binary Classification. Given a miRNA mature sequence and a target amino acid sequence, predict their likelihood of interaction.. Dataset: Experimentally validated miRNA-target interactions with 360,000+ pairs, plus equal number of negative samples (1) The miRNA is mmu-miR-3099-3p with sequence UAGGCUAGAGAGAGGUUGGGGA. The protein sequence of the target gene is MLLLDLMSSPSPQLLVAAAQQTLGMGKRRSPPQAICLHLAGEVLAVARGLKPAVLYDCNCAGASELQSYLEELKGLGFLTFGLHILEIGENSLIVSPEHVCQHLEQVLLGTIAFVDVSSCQRHPSVCSLDQLQDLKALVAEIITHLQGLQRDLSLAVSYSRLHSSDWNLCTVFGILLGYPVPYTFHLNQGDDNCLALTPLRVFTARISWLLGQPPILLYSFSVPESLFPGLRDILNTWEKDLRTRFRTQNDFADLSISSEIVTLPAVAL. Result: 0 (no interaction). (2) The miRNA is hsa-miR-1178-3p with sequence UUGCUCACUGUUCUUCCCUAG. The protein sequence of the target gene is MAATGTAAAAATGKLLVLLLLGLTAPAAALAGYIEALAANAGTGFAVAEPQIAMFCGKLNMHVNIQTGKWEPDPTGTKSCLGTKEEVLQYCQEIYPELQITNVMEANQPVNIDSWCRRDKRQCKSHIVIPFKCLVGEFVSDVLLVPDNCQFFHQERMEVCEKHQRWHTLVKEACLTEGLTLYSYGMLLPCGVDQFHGTEYVCCPQTKTVDSDSTMSKEEEEEEEDEEDEEEDYDLDKSEFPTEADLEDFTEAAADEEEEDEEEGEEVVEDRDYYYDPFKGDDYNEENPTEPSSEGTISDK.... Result: 0 (no interaction). (3) The miRNA is hsa-miR-98-5p with sequence UGAGGUAGUAAGUUGUAUUGUU. The protein sequence of the target gene is MGNSCYNIVATLLLVLNFERTRSLQDPCSNCPAGTFCDNNRNQICSPCPPNSFSSAGGQRTCDICRQCKGVFRTRKECSSTSNAECDCTPGFHCLGAGCSMCEQDCKQGQELTKKGCKDCCFGTFNDQKRGICRPWTNCSLDGKSVLVNGTKERDVVCGPSPADLSPGASSVTPPAPAREPGHSPQIISFFLALTSTALLFLLFFLTLRFSVVKRGRKKLLYIFKQPFMRPVQTTQEEDGCSCRFPEEEEGGCEL. Result: 1 (interaction). (4) The miRNA is hsa-miR-378a-5p with sequence CUCCUGACUCCAGGUCCUGUGU. The protein sequence of the target gene is MPQTVILPGPAPWGFRLSGGIDFNQPLVITRITPGSKAAAANLCPGDVILAIDGFGTESMTHADAQDRIKAAAHQLCLKIDRGETHLWSPQVSEDGKAHPFKINLESEPQDGNYFEHKHNIRPKPFVIPGRSSGCSTPSGIDCGSGRSTPSSVSTVSTICPGDLKVAAKLAPNIPLEMELPGVKIVHAQFNTPMQLYSDDNIMETLQGQVSTALGETPLMSEPTASVPPESDVYRMLHDNRNEPTQPRQSGSFRVLQGMVDDGSDDRPAGTRSVRAPVTKVHGGSGGAQRMPLCDKCGSG.... Result: 1 (interaction). (5) The miRNA is mmu-miR-466f-3p with sequence CAUACACACACACAUACACAC. The protein sequence of the target gene is MTQGKKKKRAANRSIMLAKKIIIKDGGTPQGIGSPSVYHAVIVIFLEFFAWGLLTAPTLVVLHETFPKHTFLMNGLIQGVKGLLSFLSAPLIGALSDVWGRKSFLLLTVFFTCAPIPLMKISPWWYFAVISVSGVFAVTFSVVFAYVADITQEHERSMAYGLVSATFAASLVTSPAIGAYLGRVYGDSLVVVLATAIALLDICFILVAVPESLPEKMRPASWGAPISWEQADPFASLKKVGQDSIVLLICITVFLSYLPEAGQYSSFFLYLRQIMKFSPESVAAFIAVLGILSIIAQTIV.... Result: 1 (interaction). (6) The miRNA is hsa-miR-513a-3p with sequence UAAAUUUCACCUUUCUGAGAAGG. The protein sequence of the target gene is MFPKVDNPLGHQETRTGATRSQRPQAPKATAASSDELSEESWPSSSWTPSPASTTEGQSTSPPCNLIDNEDSIVAKYINRFRQAQPTSREDRQPAGPTSADFWWLQPTADSSGHLAAGAGEPTGRSAVTGPSPTGVSSTSLASAPLQKVKQSLNSWNSSLLDLETLSLQSRAARLLKRSKASLNDASSSSFPISSDGLSPSSVTFNPDSNKSSNPKEPVLGAPGPSQAIPAPRPASSQATLKPEDDILYQWRQRRKLEQSLQGAGDGTWVLPRMPALTTQTPPVSAVNLGSQDTQPNCTA.... Result: 0 (no interaction). (7) The miRNA is mmu-miR-486a-5p with sequence UCCUGUACUGAGCUGCCCCGAG. The protein sequence of the target gene is MEDLEETLFEEFENYSYDLDYYSLESDLEEKVQLGVVHWVSLVLYCLAFVLGIPGNAIVIWFTGFKWKKTVTTLWFLNLAIADFIFLLFLPLYISYVAMNFHWPFGIWLCKANSFTAQLNMFASVFFLTVISLDHYIHLIHPVLSHRHRTLKNSLIVIIFIWLLASLIGGPALYFRDTVEFNNHTLCYNNFQKHDPDLTLIRHHVLTWVKFIIGYLFPLLTMSICYLCLIFKVKKRSILISSRHFWTILVVVVAFVVCWTPYHLFSIWELTIHHNSYSHHVMQAGIPLSTGLAFLNSCLN.... Result: 0 (no interaction). (8) The miRNA is hsa-miR-6746-5p with sequence CCGGGAGAAGGAGGUGGCCUGG. The protein sequence of the target gene is MSQAWVPGLAPTLLFSLLAGPQKIAAKCGLILACPKGFKCCGDSCCQENELFPGPVRIFVIIFLVILSVFCICGLAKCFCRNCREPEPDSPVDCRGPLELPSIIPPERVRVSLSAPPPPYSEVILKPSLGPTPTEPPPPYSFRPEEYTGDQRGIDNPAF. Result: 0 (no interaction). (9) The miRNA is mmu-miR-22-3p with sequence AAGCUGCCAGUUGAAGAACUGU. The protein sequence of the target gene is MSVEDGGMPGLGRPRQARWTLMLLLSTAMYGAHAPLLALCHVDGRVPFRPSSAVLLTELTKLLLCAFSLLVGWQAWPQGPPPWRQAAPFALSALLYGANNNLVIYLQRYMDPSTYQVLSNLKIGSTAVLYCLCLRHRLSVRQGLALLLLMAAGACYAAGGLQVPGNTLPSPPPAAAASPMPLHITPLGLLLLILYCLISGLSSVYTELLMKRQRLPLALQNLFLYTFGVLLNLGLHAGGGSGPGLLEGFSGWAALVVLSQALNGLLMSAVMKHGSSITRLFVVSCSLVVNAVLSAVLLRL.... Result: 0 (no interaction). (10) The miRNA is hsa-miR-1252-3p with sequence CAAAUGAGCUUAAUUUCCUUUU. The protein sequence of the target gene is MAAAPALKHWRTTLERVEKFVSPLYFTDCNLRGRLFGASCPVAVLSSFLTPERLPYQEAVQRDFRPAQVGDSFGPTWWTCWFRVELTIPEAWVGQEVHLCWESDGEGLVWRDGEPVQGLTKEGEKTSYVLTDRLGERDPRSLTLYVEVACNGLLGAGKGSMIAAPDPEKMFQLSRAELAVFHRDVHMLLVDLELLLGIAKGLGKDNQRSFQALYTANQMVNVCDPAQPETFPVAQALASRFFGQHGGESQHTIHATGHCHIDTAWLWPFKETVRKCARSWVTALQLMERNPEFIFACSQA.... Result: 0 (no interaction).